Task: Regression. Given a peptide amino acid sequence and an MHC pseudo amino acid sequence, predict their binding affinity value. This is MHC class I binding data.. Dataset: Peptide-MHC class I binding affinity with 185,985 pairs from IEDB/IMGT (1) The peptide sequence is EPSGNNYHIL. The MHC is HLA-B54:01 with pseudo-sequence HLA-B54:01. The binding affinity (normalized) is 0.108. (2) The peptide sequence is SEIDLILGY. The MHC is Mamu-B01 with pseudo-sequence Mamu-B01. The binding affinity (normalized) is 0. (3) The peptide sequence is WLSVIAFGK. The MHC is HLA-B15:17 with pseudo-sequence HLA-B15:17. The binding affinity (normalized) is 0.0847. (4) The MHC is HLA-B15:17 with pseudo-sequence HLA-B15:17. The binding affinity (normalized) is 0.0847. The peptide sequence is ALYSYASAK. (5) The peptide sequence is GERKKLRPRW. The MHC is HLA-B44:03 with pseudo-sequence HLA-B44:03. The binding affinity (normalized) is 0.248. (6) The peptide sequence is LVNHYFQTR. The MHC is HLA-A68:01 with pseudo-sequence HLA-A68:01. The binding affinity (normalized) is 0.0864.